Dataset: Reaction yield outcomes from USPTO patents with 853,638 reactions. Task: Predict the reaction yield, written as a fraction of the theoretical maximum amount of product (1.0 means a 100% yield; for example, 0.34 means a 34% yield). (1) The reactants are Br[C:2]1[N:3]=[CH:4][C:5]([C:15]([O:17][CH3:18])=[O:16])=[N:6][C:7]=1[C:8]1[CH:13]=[CH:12][C:11]([Cl:14])=[CH:10][CH:9]=1.C(=O)([O-])[O-].[Cs+].[Cs+].[F:25][C:26]([F:31])([F:30])[C@@H:27]([OH:29])[CH3:28]. The catalyst is CS(C)=O. The product is [Cl:14][C:11]1[CH:12]=[CH:13][C:8]([C:7]2[N:6]=[C:5]([C:15]([O:17][CH3:18])=[O:16])[CH:4]=[N:3][C:2]=2[O:29][C@@H:27]([CH3:28])[C:26]([F:31])([F:30])[F:25])=[CH:9][CH:10]=1. The yield is 0.776. (2) The reactants are [CH2:1]=[C:2]1[CH2:5][N:4]([C:6]([O:8][C:9]([CH3:12])([CH3:11])[CH3:10])=[O:7])[CH2:3]1.ClC1C=C(C=CC=1)C(OO)=[O:18]. The catalyst is C(Cl)(Cl)Cl. The product is [O:18]1[C:2]2([CH2:5][N:4]([C:6]([O:8][C:9]([CH3:12])([CH3:11])[CH3:10])=[O:7])[CH2:3]2)[CH2:1]1. The yield is 0.510. (3) The reactants are [C:1]([C:3]1[C@@H:8]([C:9]2[CH:14]=[CH:13][C:12]([C:15]#[N:16])=[CH:11][C:10]=2[S:17]([CH3:20])(=[O:19])=[O:18])[N:7]([CH2:21][C:22](O)=[O:23])[C:6](=[O:25])[N:5]([C:26]2[CH:31]=[CH:30][CH:29]=[C:28]([C:32]([F:35])([F:34])[F:33])[CH:27]=2)[C:4]=1[CH3:36])#[N:2].CN(C(ON1N=NC2C=CC=NC1=2)=[N+](C)C)C.F[P-](F)(F)(F)(F)F.[NH2:61][CH2:62][CH2:63][OH:64].C(N(CC)C(C)C)(C)C. The catalyst is CN(C=O)C. The product is [C:1]([C:3]1[C@@H:8]([C:9]2[CH:14]=[CH:13][C:12]([C:15]#[N:16])=[CH:11][C:10]=2[S:17]([CH3:20])(=[O:18])=[O:19])[N:7]([CH2:21][C:22]([NH:61][CH2:62][CH2:63][OH:64])=[O:23])[C:6](=[O:25])[N:5]([C:26]2[CH:31]=[CH:30][CH:29]=[C:28]([C:32]([F:34])([F:33])[F:35])[CH:27]=2)[C:4]=1[CH3:36])#[N:2]. The yield is 0.820. (4) The reactants are C1C(=O)N([Br:8])C(=O)C1.[CH3:9][S:10][C:11]1[CH:19]=[CH:18][C:14]2[CH2:15][CH2:16][O:17][C:13]=2[CH:12]=1.O. The catalyst is CC#N. The product is [Br:8][C:19]1[C:11]([S:10][CH3:9])=[CH:12][C:13]2[O:17][CH2:16][CH2:15][C:14]=2[CH:18]=1. The yield is 0.840.